The task is: Predict the product of the given reaction.. This data is from Forward reaction prediction with 1.9M reactions from USPTO patents (1976-2016). (1) Given the reactants Cl[CH2:2][C:3]1[C:4]([CH3:9])=[N:5][O:6][C:7]=1[CH3:8].[C:10]([O:14][C:15]([N:17]1[CH2:22][CH2:21][NH:20][CH2:19][CH2:18]1)=[O:16])([CH3:13])([CH3:12])[CH3:11].CCN(C(C)C)C(C)C, predict the reaction product. The product is: [CH3:9][C:4]1[C:3]([CH2:2][N:20]2[CH2:19][CH2:18][N:17]([C:15]([O:14][C:10]([CH3:13])([CH3:12])[CH3:11])=[O:16])[CH2:22][CH2:21]2)=[C:7]([CH3:8])[O:6][N:5]=1. (2) Given the reactants [CH2:1]([C:5]1[NH:9][C:8](=[O:10])[C:7]2([CH2:14][CH2:13][CH2:12][CH2:11]2)[N:6]=1)[CH2:2][CH2:3][CH3:4].C1(C)C=CC=CC=1.C[O-].[Na+].Br[CH2:26][C:27]1[CH:32]=[CH:31][C:30]([C:33]2[CH:38]=[CH:37][CH:36]=[CH:35][C:34]=2[C:39]#[N:40])=[CH:29][CH:28]=1, predict the reaction product. The product is: [CH2:1]([C:5]1[N:9]([CH2:26][C:27]2[CH:28]=[CH:29][C:30]([C:33]3[CH:38]=[CH:37][CH:36]=[CH:35][C:34]=3[C:39]#[N:40])=[CH:31][CH:32]=2)[C:8](=[O:10])[C:7]2([CH2:14][CH2:13][CH2:12][CH2:11]2)[N:6]=1)[CH2:2][CH2:3][CH3:4]. (3) Given the reactants [C:1]([O:4][C@H:5]([C:66]1[CH:71]=[CH:70][C:69]([F:72])=[CH:68][CH:67]=1)[CH2:6][CH2:7][C@H:8]1[C:11](=[O:12])[N:10]([C:13]2[CH:18]=[CH:17][C:16]([C:19]#[C:20][C:21]3[N:25]=[CH:24][N:23](C(C4C=CC=CC=4)(C4C=CC=CC=4)C4C=CC=CC=4)[N:22]=3)=[CH:15][CH:14]=2)[C@@H:9]1[C:45]1[CH:50]=[CH:49][C:48]([CH2:51]/[CH:52]=[CH:53]/[C:54]([CH2:61][O:62][C:63](=[O:65])[CH3:64])([OH:60])[CH2:55][O:56][C:57](=[O:59])[CH3:58])=[CH:47][CH:46]=1)(=[O:3])[CH3:2], predict the reaction product. The product is: [C:1]([O:4][C@H:5]([C:66]1[CH:67]=[CH:68][C:69]([F:72])=[CH:70][CH:71]=1)[CH2:6][CH2:7][C@H:8]1[C:11](=[O:12])[N:10]([C:13]2[CH:14]=[CH:15][C:16]([CH2:19][CH2:20][C:21]3[N:25]=[CH:24][NH:23][N:22]=3)=[CH:17][CH:18]=2)[C@@H:9]1[C:45]1[CH:50]=[CH:49][C:48]([CH2:51][CH2:52][CH2:53][C:54]([CH2:55][O:56][C:57](=[O:59])[CH3:58])([OH:60])[CH2:61][O:62][C:63](=[O:65])[CH3:64])=[CH:47][CH:46]=1)(=[O:3])[CH3:2]. (4) Given the reactants C[O:2][C:3]1[CH:21]=[CH:20][C:6]2[CH:7]3[C:14]4([CH2:15][CH2:16][C:5]=2[CH:4]=1)[CH:10]([CH2:11][N:12]([C:17](=[O:19])[CH3:18])[CH2:13]4)[CH2:9][CH2:8]3.[Cl-].[Al+3].[Cl-].[Cl-], predict the reaction product. The product is: [OH:2][C:3]1[CH:21]=[CH:20][C:6]2[CH:7]3[C:14]4([CH2:15][CH2:16][C:5]=2[CH:4]=1)[CH:10]([CH2:11][N:12]([C:17](=[O:19])[CH3:18])[CH2:13]4)[CH2:9][CH2:8]3. (5) Given the reactants Cl[C:2]1[N:7]=[CH:6][N:5]=[C:4]2[N:8]([CH:11]3[CH2:16][CH2:15][N:14]([C:17]([O:19][C:20]([CH3:23])([CH3:22])[CH3:21])=[O:18])[CH2:13][CH2:12]3)[N:9]=[CH:10][C:3]=12.[NH3:24], predict the reaction product. The product is: [NH2:24][C:2]1[N:7]=[CH:6][N:5]=[C:4]2[N:8]([CH:11]3[CH2:16][CH2:15][N:14]([C:17]([O:19][C:20]([CH3:23])([CH3:22])[CH3:21])=[O:18])[CH2:13][CH2:12]3)[N:9]=[CH:10][C:3]=12. (6) Given the reactants CN(CCCNCCCN(C)C)C.[C:14]([CH2:16][CH2:17][N:18]([CH2:25][CH2:26][CH2:27][N:28]([CH3:30])[CH3:29])[CH2:19][CH2:20][CH2:21][N:22]([CH3:24])[CH3:23])#[N:15], predict the reaction product. The product is: [CH3:29][N:28]([CH2:27][CH2:26][CH2:25][N:18]([CH2:19][CH2:20][CH2:21][N:22]([CH3:23])[CH3:24])[CH2:17][CH2:16][CH2:14][NH2:15])[CH3:30].